Dataset: Forward reaction prediction with 1.9M reactions from USPTO patents (1976-2016). Task: Predict the product of the given reaction. (1) Given the reactants [F:1][C:2]1[CH:3]=[C:4]([OH:11])[CH:5]=[CH:6][C:7]=1[N+:8]([O-])=O.C(O[K])=O, predict the reaction product. The product is: [NH2:8][C:7]1[CH:6]=[CH:5][C:4]([OH:11])=[CH:3][C:2]=1[F:1]. (2) Given the reactants [C:1]1([CH3:11])[CH:6]=[C:5]([CH3:7])[CH:4]=[C:3]([CH3:8])[C:2]=1[C:9]#[CH:10].C([Li])CCC.C[Si](C)(C(C)(C)C)[O:19][C:20]1[CH:21]=[CH:22]C2C(=O)[C:25]3[C:30]([O:31][C:32]=2[CH:33]=1)=[CH:29][C:28]([O:34][Si](C)(C)C(C)(C)C)=[CH:27][CH:26]=3.F.F.F.C(N(CC)CC)C, predict the reaction product. The product is: [CH3:11][C:1]1[CH:6]=[C:5]([CH3:7])[CH:4]=[C:3]([CH3:8])[C:2]=1[CH:9]1[C:25]2[CH:26]=[CH:27][C:28]([OH:34])=[CH:29][C:30]=2[O:31][C:32]2[C:10]1=[CH:22][CH:21]=[C:20]([OH:19])[CH:33]=2.